From a dataset of Full USPTO retrosynthesis dataset with 1.9M reactions from patents (1976-2016). Predict the reactants needed to synthesize the given product. (1) The reactants are: [C:1]([O:5][C:6](=[O:38])[NH:7][C:8]1([C:12]2[CH:17]=[CH:16][C:15]([C:18]3[C:23]([C:24]4[CH:29]=[CH:28][CH:27]=[CH:26][CH:25]=4)=[CH:22][C:21]([NH:30][CH:31]4[CH2:36][CH2:35][O:34][CH2:33][CH2:32]4)=[C:20]([OH:37])[N:19]=3)=[CH:14][CH:13]=2)[CH2:11][CH2:10][CH2:9]1)([CH3:4])([CH3:3])[CH3:2].C(N(CC)C(C)C)(C)C.Cl[CH2:49][C:50](Cl)=[O:51].C([O-])(O)=O.[Na+]. Given the product [C:1]([O:5][C:6](=[O:38])[NH:7][C:8]1([C:12]2[CH:13]=[CH:14][C:15]([C:18]3[C:23]([C:24]4[CH:25]=[CH:26][CH:27]=[CH:28][CH:29]=4)=[CH:22][C:21]4[N:30]([CH:31]5[CH2:32][CH2:33][O:34][CH2:35][CH2:36]5)[C:50](=[O:51])[CH2:49][O:37][C:20]=4[N:19]=3)=[CH:16][CH:17]=2)[CH2:11][CH2:10][CH2:9]1)([CH3:4])([CH3:2])[CH3:3], predict the reactants needed to synthesize it. (2) Given the product [N:21]1[CH:26]=[C:25]([NH:27][C:28]([N:10]2[CH2:11][CH2:12][C:13]3[C:18](=[CH:17][CH:16]=[CH:15][CH:14]=3)[C@H:9]2[C:6]2[CH:5]=[CH:4][C:3]([C:2]([F:1])([F:19])[F:20])=[CH:8][CH:7]=2)=[O:29])[CH:24]=[N:23][CH:22]=1, predict the reactants needed to synthesize it. The reactants are: [F:1][C:2]([F:20])([F:19])[C:3]1[CH:8]=[CH:7][C:6]([C@@H:9]2[C:18]3[C:13](=[CH:14][CH:15]=[CH:16][CH:17]=3)[CH2:12][CH2:11][NH:10]2)=[CH:5][CH:4]=1.[N:21]1[CH:26]=[C:25]([NH:27][C:28](=O)[O:29]C2C=CC([N+]([O-])=O)=CC=2)[CH:24]=[N:23][CH:22]=1. (3) Given the product [C:18]([O:21][C:22](=[O:23])[NH:5][C:4]1[CH:6]=[CH:7][C:8]([CH3:9])=[C:2]([Br:1])[CH:3]=1)([CH3:20])([CH3:19])[CH3:17], predict the reactants needed to synthesize it. The reactants are: [Br:1][C:2]1[CH:3]=[C:4]([CH:6]=[CH:7][C:8]=1[CH3:9])[NH2:5].C(N(CC)CC)C.[CH3:17][C:18]([O:21][C:22](O[C:22]([O:21][C:18]([CH3:20])([CH3:19])[CH3:17])=[O:23])=[O:23])([CH3:20])[CH3:19]. (4) Given the product [Cl:1][C:2]1[C:9]([Cl:10])=[C:8]([N:16]2[CH2:17][CH2:18][C@H:14]([OH:13])[C@@H:15]2[CH3:19])[C:7]([CH3:12])=[CH:6][C:3]=1[C:4]#[N:5], predict the reactants needed to synthesize it. The reactants are: [Cl:1][C:2]1[C:9]([Cl:10])=[C:8](F)[C:7]([CH3:12])=[CH:6][C:3]=1[C:4]#[N:5].[OH:13][C@H:14]1[CH2:18][CH2:17][NH:16][C@H:15]1[CH3:19].C(=O)([O-])[O-].[Li+].[Li+]. (5) Given the product [C:15]([O:19][C:20]1[C:21]2[N:27]=[C:28]([O:29][CH:30]([CH3:32])[CH3:31])[S:33][C:22]=2[CH:23]=[CH:24][CH:25]=1)([CH3:18])([CH3:17])[CH3:16], predict the reactants needed to synthesize it. The reactants are: C(NC(C)C)(C)C.C([Li])CCCCC.[C:15]([O:19][C:20]1[CH:25]=[CH:24][C:23](F)=[CH:22][C:21]=1[NH:27][C:28](=[S:33])[O:29][CH:30]([CH3:32])[CH3:31])([CH3:18])([CH3:17])[CH3:16]. (6) Given the product [CH3:15][CH:16]1[NH:17][CH2:18][CH2:19][N:20]([C:2]2[CH:11]=[CH:10][C:9]3[C:4](=[CH:5][CH:6]=[C:7]([N+:12]([O-:14])=[O:13])[CH:8]=3)[N:3]=2)[CH2:21]1, predict the reactants needed to synthesize it. The reactants are: Cl[C:2]1[CH:11]=[CH:10][C:9]2[C:4](=[CH:5][CH:6]=[C:7]([N+:12]([O-:14])=[O:13])[CH:8]=2)[N:3]=1.[CH3:15][CH:16]1[CH2:21][NH:20][CH2:19][CH2:18][NH:17]1.O. (7) Given the product [CH3:14][C:2]1([CH3:1])[C@@H:4]([C:5]2[CH:6]=[CH:7][CH:8]=[CH:9][CH:10]=2)[C@@H:3]1[C:11]([NH:15][C:16]1[CH:21]=[CH:20][N:19]=[CH:18][CH:17]=1)=[O:13], predict the reactants needed to synthesize it. The reactants are: [CH3:1][C:2]1([CH3:14])[C@@H:4]([C:5]2[CH:10]=[CH:9][CH:8]=[CH:7][CH:6]=2)[C@@H:3]1[C:11]([OH:13])=O.[NH2:15][C:16]1[CH:21]=[CH:20][N:19]=[CH:18][CH:17]=1. (8) Given the product [CH3:16][C:15]1([CH3:17])[CH2:14][N:13]([S:18]([CH3:21])(=[O:20])=[O:19])[CH2:12][CH:11]1[NH:10][C:9]1[C:4]2[N:5]([CH:25]=[C:2]([C:30]3[CH:29]=[N:28][N:27]([CH3:26])[CH:31]=3)[CH:3]=2)[N:6]=[CH:7][C:8]=1[C:22]([NH2:24])=[O:23], predict the reactants needed to synthesize it. The reactants are: Br[C:2]1[CH:3]=[C:4]2[C:9]([NH:10][CH:11]3[C:15]([CH3:17])([CH3:16])[CH2:14][N:13]([S:18]([CH3:21])(=[O:20])=[O:19])[CH2:12]3)=[C:8]([C:22]([NH2:24])=[O:23])[CH:7]=[N:6][N:5]2[CH:25]=1.[CH3:26][N:27]1[CH:31]=[C:30](B2OC(C)(C)C(C)(C)O2)[CH:29]=[N:28]1. (9) Given the product [CH2:23]([O:22][C:17]1[C:16]2[N:15]([N:14]=[CH:38][C:37]=2[C:36]([O:40][CH3:41])=[O:39])[CH:20]=[C:19]([Cl:21])[CH:18]=1)[C:24]1[CH:25]=[CH:26][CH:27]=[CH:28][CH:29]=1, predict the reactants needed to synthesize it. The reactants are: CC1C=C(C)C=C(C)C=1S([O-])(=O)=O.[NH2:14][N+:15]1[CH:20]=[C:19]([Cl:21])[CH:18]=[C:17]([O:22][CH2:23][C:24]2[CH:29]=[CH:28][CH:27]=[CH:26][CH:25]=2)[CH:16]=1.C([O-])([O-])=O.[K+].[K+].[C:36]([O:40][CH3:41])(=[O:39])[C:37]#[CH:38].C([O-])(O)=O.[Na+]. (10) Given the product [CH3:15][C@H:10]1[O:11][C@@H:12]([CH3:14])[CH2:13][N:8]([C:5]2[C:4]([CH:16]=[O:17])=[CH:3][C:2]([C:22]3[CH:21]=[N:20][N:19]([CH3:18])[CH:23]=3)=[CH:7][N:6]=2)[CH2:9]1, predict the reactants needed to synthesize it. The reactants are: Br[C:2]1[CH:3]=[C:4]([CH:16]=[O:17])[C:5]([N:8]2[CH2:13][C@@H:12]([CH3:14])[O:11][C@@H:10]([CH3:15])[CH2:9]2)=[N:6][CH:7]=1.[CH3:18][N:19]1[CH:23]=[C:22](B2OC(C)(C)C(C)(C)O2)[CH:21]=[N:20]1.